This data is from Reaction yield outcomes from USPTO patents with 853,638 reactions. The task is: Predict the reaction yield, written as a fraction of the theoretical maximum amount of product (1.0 means a 100% yield; for example, 0.34 means a 34% yield). (1) The reactants are [CH:1]([C:4]1[S:5][C:6]([C:9]2([OH:19])[CH2:18][CH2:17][C:12]3(OCC[O:13]3)[CH2:11][CH2:10]2)=[CH:7][N:8]=1)([CH3:3])[CH3:2].Cl.C([O-])([O-])=O.[Na+].[Na+]. The catalyst is C1COCC1. The product is [OH:19][C:9]1([C:6]2[S:5][C:4]([CH:1]([CH3:3])[CH3:2])=[N:8][CH:7]=2)[CH2:18][CH2:17][C:12](=[O:13])[CH2:11][CH2:10]1. The yield is 0.980. (2) The catalyst is CN(C)C=O. The product is [F:1][C:2]([F:7])([F:6])[C:3]([OH:5])=[O:4].[OH:30][C:25]1[C:26]([O:28][CH3:29])=[CH:27][C:22]([CH:18]([NH:17][C:14]2[CH:15]=[CH:16][C:11]([C:8]([NH2:9])=[NH:10])=[CH:12][CH:13]=2)[C:19]([NH:35][NH:34][C:38]2[CH:39]=[CH:40][CH:41]=[CH:42][CH:37]=2)=[O:21])=[CH:23][C:24]=1[O:31][CH3:32]. The yield is 0.250. The reactants are [F:1][C:2]([F:7])([F:6])[C:3]([OH:5])=[O:4].[C:8]([C:11]1[CH:16]=[CH:15][C:14]([NH:17][CH:18]([C:22]2[CH:27]=[C:26]([O:28][CH3:29])[C:25]([OH:30])=[C:24]([O:31][CH3:32])[CH:23]=2)[C:19]([OH:21])=O)=[CH:13][CH:12]=1)(=[NH:10])[NH2:9].O[N:34]1[C:38]2[CH:39]=[CH:40][CH:41]=[CH:42][C:37]=2N=[N:35]1.Cl.C(N=C=NCCCN(C)C)C.C1(NN)C=CC=CC=1. (3) The reactants are [CH2:1]([N:3]([CH2:26][C:27]1[CH:32]=[CH:31][CH:30]=[CH:29][C:28]=1[F:33])[C:4](=[O:25])[CH2:5][CH2:6][C:7]1[CH:24]=[CH:23][C:10]([O:11][CH2:12][C:13]2[CH:22]=[CH:21][CH:20]=[CH:19][C:14]=2[C:15]([O:17]C)=[O:16])=[CH:9][CH:8]=1)[CH3:2].[OH-].[K+]. The catalyst is CCO. The product is [CH2:1]([N:3]([CH2:26][C:27]1[CH:32]=[CH:31][CH:30]=[CH:29][C:28]=1[F:33])[C:4](=[O:25])[CH2:5][CH2:6][C:7]1[CH:24]=[CH:23][C:10]([O:11][CH2:12][C:13]2[CH:22]=[CH:21][CH:20]=[CH:19][C:14]=2[C:15]([OH:17])=[O:16])=[CH:9][CH:8]=1)[CH3:2]. The yield is 0.180. (4) The reactants are [Cl:1][C:2]1[CH:7]=[CH:6][N:5]=[C:4]2[N:8]([Si:11]([CH:18]([CH3:20])[CH3:19])([CH:15]([CH3:17])[CH3:16])[CH:12]([CH3:14])[CH3:13])[CH:9]=[CH:10][C:3]=12.[Li]C(CC)C.Cl[C:27]([O:29][CH2:30][CH3:31])=[O:28]. The catalyst is C1COCC1. The product is [Cl:1][C:2]1[C:7]([C:27]([O:29][CH2:30][CH3:31])=[O:28])=[CH:6][N:5]=[C:4]2[N:8]([Si:11]([CH:15]([CH3:17])[CH3:16])([CH:18]([CH3:20])[CH3:19])[CH:12]([CH3:13])[CH3:14])[CH:9]=[CH:10][C:3]=12. The yield is 0.980. (5) The reactants are C1CC[CH:4]([N:7]=C=NC2CCCCC2)CC1.[NH:16]([C:23]([O:25][C:26]([CH3:29])([CH3:28])[CH3:27])=[O:24])[C@H:17]([C:20]([OH:22])=O)[CH2:18][OH:19].CN.[C:32]([O:35]C(=O)C)(=O)[CH3:33]. The catalyst is C(Cl)Cl.CN(C1C=CN=CC=1)C.CCOCC. The product is [C:32]([O:19][CH2:18][C@H:17]([NH:16][C:23]([O:25][C:26]([CH3:29])([CH3:28])[CH3:27])=[O:24])[C:20]([NH:7][CH3:4])=[O:22])(=[O:35])[CH3:33]. The yield is 0.780.